This data is from Catalyst prediction with 721,799 reactions and 888 catalyst types from USPTO. The task is: Predict which catalyst facilitates the given reaction. (1) Reactant: [N+:1]([O-:4])(O)=[O:2].[CH:5]([C:8]1[CH:13]=[CH:12][CH:11]=[C:10]([CH3:14])[C:9]=1[Br:15])([CH3:7])[CH3:6]. Product: [CH:5]([C:8]1[CH:13]=[CH:12][C:11]([N+:1]([O-:4])=[O:2])=[C:10]([CH3:14])[C:9]=1[Br:15])([CH3:7])[CH3:6]. The catalyst class is: 52. (2) Reactant: [Cl:1][C:2]1[CH:3]=[CH:4][C:5]([O:24][CH2:25][C:26]2[CH:31]=[CH:30][CH:29]=[CH:28][CH:27]=2)=[C:6]([C:8]2[N:9]([C:14]3[CH:15]=[C:16]([S:20]([NH2:23])(=[O:22])=[O:21])[CH:17]=[CH:18][CH:19]=3)[C:10]([CH3:13])=[CH:11][CH:12]=2)[CH:7]=1.[C:32](OC(=O)C)(=[O:34])[CH3:33].N1C=CC=CC=1.CN(C1C=CC=CN=1)C. Product: [Cl:1][C:2]1[CH:3]=[CH:4][C:5]([O:24][CH2:25][C:26]2[CH:27]=[CH:28][CH:29]=[CH:30][CH:31]=2)=[C:6]([C:8]2[N:9]([C:14]3[CH:15]=[C:16]([S:20]([NH:23][C:32](=[O:34])[CH3:33])(=[O:22])=[O:21])[CH:17]=[CH:18][CH:19]=3)[C:10]([CH3:13])=[CH:11][CH:12]=2)[CH:7]=1. The catalyst class is: 2. (3) Reactant: [ClH:1].[CH2:2]([O:4][C:5]1[C:14]([OH:15])=[C:13]2[C:8]([C:9]([CH2:16][C:17]3[CH:27]=[C:26]([O:28][CH3:29])[C:20]([O:21][CH2:22][C:23]([NH2:25])=O)=[C:19]([O:30][CH3:31])[CH:18]=3)=[CH:10][N:11]=[CH:12]2)=[CH:7][CH:6]=1)[CH3:3].N1C=CC=CC=1.FC(F)(F)C(OC(=O)C(F)(F)F)=O.Cl.CO. Product: [ClH:1].[CH2:2]([O:4][C:5]1[C:14]([OH:15])=[C:13]2[C:8]([C:9]([CH2:16][C:17]3[CH:18]=[C:19]([O:30][CH3:31])[C:20]([O:21][CH2:22][C:23]#[N:25])=[C:26]([O:28][CH3:29])[CH:27]=3)=[CH:10][N:11]=[CH:12]2)=[CH:7][CH:6]=1)[CH3:3]. The catalyst class is: 2.